This data is from Reaction yield outcomes from USPTO patents with 853,638 reactions. The task is: Predict the reaction yield, written as a fraction of the theoretical maximum amount of product (1.0 means a 100% yield; for example, 0.34 means a 34% yield). (1) The reactants are [H-].[Na+].[F:3][C:4]1[C:5]([N+:19]([O-:21])=[O:20])=[C:6]2[C:11](=[CH:12][CH:13]=1)[NH:10][C:9](=[O:14])[C:8]([CH2:15][CH2:16][CH3:17])=[C:7]2[OH:18].[CH:22]1([CH2:26]CBr)[CH2:25][CH2:24][CH2:23]1. The catalyst is CN(C=O)C. The product is [CH:22]1([CH2:26][O:18][C:7]2[C:6]3[C:11](=[CH:12][CH:13]=[C:4]([F:3])[C:5]=3[N+:19]([O-:21])=[O:20])[NH:10][C:9](=[O:14])[C:8]=2[CH2:15][CH2:16][CH3:17])[CH2:25][CH2:24][CH2:23]1. The yield is 0.140. (2) The reactants are [F:1][C:2]([F:8])([F:7])[O:3][CH2:4][CH2:5][OH:6].Cl[C:10]1[N:18]=[C:17]([Cl:19])[C:16]([Cl:20])=[CH:15][C:11]=1[C:12]([NH2:14])=[O:13].C(O[K])(C)(C)C.O. The catalyst is CN(C=O)C.COCCOC.CCOC(C)=O. The product is [Cl:20][C:16]1[C:17]([Cl:19])=[N:18][C:10]([O:6][CH2:5][CH2:4][O:3][C:2]([F:8])([F:7])[F:1])=[C:11]([CH:15]=1)[C:12]([NH2:14])=[O:13]. The yield is 0.0800. (3) The reactants are [CH:1]1[C:6]2[C:7]([N:16]3[CH2:21][CH2:20][N:19]([CH2:22][CH2:23][OH:24])[CH2:18][CH2:17]3)=[N:8][C:9]3[CH:15]=[CH:14][CH:13]=[CH:12][C:10]=3[S:11][C:5]=2[CH:4]=[CH:3][CH:2]=1.Br[CH2:26][CH2:27][O:28][CH:29]1[CH2:34][CH2:33][CH2:32][CH2:31][O:30]1.[OH-].[Na+]. The catalyst is S([O-])(O)(=O)=O.C([N+](CCCC)(CCCC)CCCC)CCC. The product is [O:30]1[CH2:31][CH2:32][CH2:33][CH2:34][CH:29]1[O:28][CH2:27][CH2:26][O:24][CH2:23][CH2:22][N:19]1[CH2:18][CH2:17][N:16]([C:7]2=[N:8][C:9]3[CH:15]=[CH:14][CH:13]=[CH:12][C:10]=3[S:11][C:5]3[CH:4]=[CH:3][CH:2]=[CH:1][C:6]2=3)[CH2:21][CH2:20]1. The yield is 0.400. (4) The reactants are [CH2:1]([OH:6])[CH2:2][CH2:3][CH2:4][OH:5].ClCCl.[O:10]1[CH:15]=[CH:14][CH2:13][CH2:12][CH2:11]1. The catalyst is O. The product is [OH:5][CH2:4][CH2:3][CH2:2][CH2:1][O:6][CH:11]1[CH2:12][CH2:13][CH2:14][CH2:15][O:10]1. The yield is 0.710. (5) The yield is 0.990. The catalyst is O1CCCC1. The product is [CH:34]1([C:33]2[C:14]([N:13]([CH2:12][CH2:11][CH2:10][CH2:9][OH:8])[S:37]([CH3:40])(=[O:38])=[O:39])=[CH:15][C:16]3[O:20][C:19]([C:21]4[CH:22]=[CH:23][C:24]([F:27])=[CH:25][CH:26]=4)=[C:18]([C:28](=[NH:29])[NH:30][OH:31])[C:17]=3[CH:32]=2)[CH2:35][CH2:36]1. The reactants are [Si]([O:8][CH2:9][CH2:10][CH2:11][CH2:12][N:13]([S:37]([CH3:40])(=[O:39])=[O:38])[C:14]1[C:33]([CH:34]2[CH2:36][CH2:35]2)=[CH:32][C:17]2[C:18]([C:28](=[N:30][OH:31])[NH2:29])=[C:19]([C:21]3[CH:26]=[CH:25][C:24]([F:27])=[CH:23][CH:22]=3)[O:20][C:16]=2[CH:15]=1)(C(C)(C)C)(C)C.[F-].C([N+](CCCC)(CCCC)CCCC)CCC.